This data is from TCR-epitope binding with 47,182 pairs between 192 epitopes and 23,139 TCRs. The task is: Binary Classification. Given a T-cell receptor sequence (or CDR3 region) and an epitope sequence, predict whether binding occurs between them. The epitope is GTHWFVTQR. The TCR CDR3 sequence is CASSLEVSLPEQYF. Result: 0 (the TCR does not bind to the epitope).